This data is from Retrosynthesis with 50K atom-mapped reactions and 10 reaction types from USPTO. The task is: Predict the reactants needed to synthesize the given product. (1) Given the product Nc1nc(OCCO)ccc1C(=O)O, predict the reactants needed to synthesize it. The reactants are: Nc1nc(Cl)ccc1C(=O)O.OCCO. (2) Given the product O=C(Nc1ccc(Oc2ccccc2)nc1)c1cccc(S(=O)(=O)N2CCCCC2)c1, predict the reactants needed to synthesize it. The reactants are: Nc1ccc(Oc2ccccc2)nc1.O=C(O)c1cccc(S(=O)(=O)N2CCCCC2)c1.